The task is: Predict which catalyst facilitates the given reaction.. This data is from Catalyst prediction with 721,799 reactions and 888 catalyst types from USPTO. (1) Reactant: [Br:1][C:2]1[CH:3]=[C:4]2[C:9](=[CH:10][CH:11]=1)[C:8](N1CCOCC1)=[CH:7][CH2:6][CH2:5]2.[OH:18][N:19]=[C:20](Cl)[C:21]1[CH:26]=[CH:25][C:24]([CH2:27][CH2:28][CH3:29])=[CH:23][CH:22]=1.ClC(Cl)C.C(O)(C(F)(F)F)=O. Product: [Br:1][C:2]1[CH:3]=[C:4]2[C:9](=[CH:10][CH:11]=1)[C:8]1[O:18][N:19]=[C:20]([C:21]3[CH:26]=[CH:25][C:24]([CH2:27][CH2:28][CH3:29])=[CH:23][CH:22]=3)[C:7]=1[CH2:6][CH2:5]2. The catalyst class is: 236. (2) Reactant: Br[C:2]1[CH:3]=[C:4]([NH:8][CH:9]([C:13]2[CH:18]=[CH:17][CH:16]=[CH:15][CH:14]=2)[C:10]([NH2:12])=[O:11])[CH:5]=[N:6][CH:7]=1.[Cl:19][C:20]1[CH:21]=[C:22](B(O)O)[CH:23]=[N:24][CH:25]=1.C([O-])([O-])=O.[K+].[K+]. Product: [Cl:19][C:20]1[CH:21]=[C:22]([C:2]2[CH:7]=[N:6][CH:5]=[C:4]([NH:8][CH:9]([C:13]3[CH:18]=[CH:17][CH:16]=[CH:15][CH:14]=3)[C:10]([NH2:12])=[O:11])[CH:3]=2)[CH:23]=[N:24][CH:25]=1. The catalyst class is: 108. (3) Reactant: [BH4-].[Na+].[CH2:3]([C@:5]12[CH2:29][C:28](=[O:30])[C@@:27]([OH:35])([C:31]([F:34])([F:33])[F:32])[CH2:26][C@@H:6]1[CH2:7][CH2:8][CH2:9][C:10]1[C:11]2=[CH:12][C:13]2[CH:14]=[N:15][N:16]([C:19]3[CH:24]=[CH:23][C:22]([F:25])=[CH:21][CH:20]=3)[C:17]=2[CH:18]=1)[CH3:4].[CH2:36]([C@@:38]12[CH2:62][C:61](=[O:63])[C@:60]([OH:68])([C:64]([F:67])([F:66])[F:65])[CH2:59][C@H:39]1[CH2:40][CH2:41][CH2:42][C:43]1[C:44]2=[CH:45][C:46]2[CH:47]=[N:48][N:49]([C:52]3[CH:57]=[CH:56][C:55]([F:58])=[CH:54][CH:53]=3)[C:50]=2[CH:51]=1)[CH3:37].C1COCC1. Product: [CH2:3]([C@:5]12[CH2:29][C@H:28]([OH:30])[C@:27]([C:31]([F:34])([F:33])[F:32])([OH:35])[CH2:26][C@@H:6]1[CH2:7][CH2:8][CH2:9][C:10]1[C:11]2=[CH:12][C:13]2[CH:14]=[N:15][N:16]([C:19]3[CH:20]=[CH:21][C:22]([F:25])=[CH:23][CH:24]=3)[C:17]=2[CH:18]=1)[CH3:4].[CH2:36]([C@@:38]12[CH2:62][C@@H:61]([OH:63])[C@@:60]([C:64]([F:67])([F:66])[F:65])([OH:68])[CH2:59][C@H:39]1[CH2:40][CH2:41][CH2:42][C:43]1[C:44]2=[CH:45][C:46]2[CH:47]=[N:48][N:49]([C:52]3[CH:53]=[CH:54][C:55]([F:58])=[CH:56][CH:57]=3)[C:50]=2[CH:51]=1)[CH3:37]. The catalyst class is: 5. (4) Product: [C:27]1([CH:28]([C:2]2[CH:7]=[CH:6][CH:5]=[CH:4][CH:3]=2)[OH:29])[CH:30]=[CH:31][CH:32]=[CH:33][CH:26]=1. Reactant: C(OCCC[C:2]1[CH:7]=[CH:6][C:5](Br)=[CH:4][CH:3]=1)[C:2]1[CH:7]=[CH:6][CH:5]=[CH:4][CH:3]=1.[Mg].II.COCO[C:26]1[CH:33]=[CH:32][CH:31]=[CH:30][C:27]=1[CH:28]=[O:29].[Cl-].[NH4+]. The catalyst class is: 30. (5) Reactant: [Li+].C[Si]([N-][Si](C)(C)C)(C)C.[Br:11][C:12]1[CH:17]=[CH:16][C:15]([NH2:18])=[C:14]([Cl:19])[CH:13]=1.Cl[C:21]1[C:26]([C:27]([OH:29])=[O:28])=[CH:25][N:24]=[C:23]([Cl:30])[CH:22]=1. Product: [ClH:19].[Br:11][C:12]1[CH:17]=[CH:16][C:15]([NH:18][C:21]2[C:26]([C:27]([OH:29])=[O:28])=[CH:25][N:24]=[C:23]([Cl:30])[CH:22]=2)=[C:14]([Cl:19])[CH:13]=1. The catalyst class is: 1. (6) Reactant: [C:1]([O:5][C:6]([NH:8][C@@:9]12[CH2:16][CH2:15][CH2:14][C@:13]1([F:17])[C:12](=O)[N:11]([C@@H:19]([C:21]1[CH:26]=[CH:25][CH:24]=[CH:23][CH:22]=1)[CH3:20])[CH2:10]2)=[O:7])([CH3:4])([CH3:3])[CH3:2]. Product: [C:1]([O:5][C:6]([NH:8][C@@:9]12[CH2:16][CH2:15][CH2:14][C@:13]1([F:17])[CH2:12][N:11]([C@@H:19]([C:21]1[CH:22]=[CH:23][CH:24]=[CH:25][CH:26]=1)[CH3:20])[CH2:10]2)=[O:7])([CH3:2])([CH3:3])[CH3:4]. The catalyst class is: 7. (7) Reactant: [Br:1][C:2]1[CH:3]=[C:4]([O:19][C:20]2[CH:25]=[CH:24][CH:23]=[CH:22][CH:21]=2)[C:5]([NH:8][C:9]2[S:10][CH:11]=[C:12]([CH2:14][CH2:15][C:16]([OH:18])=O)[N:13]=2)=[N:6][CH:7]=1.C1C=CC2N(O)N=[N:32][C:30]=2C=1.O.CCN(C(C)C)C(C)C.CCN=C=NCCCN(C)C.CN. Product: [Br:1][C:2]1[CH:3]=[C:4]([O:19][C:20]2[CH:25]=[CH:24][CH:23]=[CH:22][CH:21]=2)[C:5]([NH:8][C:9]2[S:10][CH:11]=[C:12]([CH2:14][CH2:15][C:16]([NH:32][CH3:30])=[O:18])[N:13]=2)=[N:6][CH:7]=1. The catalyst class is: 10. (8) Reactant: C([C:4]1[CH:9]=[C:8]([O:10][C:11]2[CH:12]=[CH:13][C:14]([NH:17][C:18]([C:20]3[C:24](=[O:25])[N:23]([C:26]4[CH:31]=[CH:30][CH:29]=[CH:28][CH:27]=4)[N:22]4[CH2:32][CH2:33][CH2:34][C:21]=34)=[O:19])=[N:15][CH:16]=2)[CH:7]=[CH:6][N:5]=1)(=O)N.CCOC(C)=O.CC#[N:43].C(OI(C1C=CC=CC=1)OC(=O)C)(=O)C. Product: [NH2:43][C:4]1[CH:9]=[C:8]([O:10][C:11]2[CH:12]=[CH:13][C:14]([NH:17][C:18]([C:20]3[C:24](=[O:25])[N:23]([C:26]4[CH:31]=[CH:30][CH:29]=[CH:28][CH:27]=4)[N:22]4[CH2:32][CH2:33][CH2:34][C:21]=34)=[O:19])=[N:15][CH:16]=2)[CH:7]=[CH:6][N:5]=1. The catalyst class is: 6. (9) Reactant: [Cl:1][C:2]1[CH:23]=[CH:22][C:21](B2OC(C)(C)C(C)(C)O2)=[CH:20][C:3]=1[C:4]([NH:6][C:7]1[N:11]([C:12]2[CH:17]=[CH:16][CH:15]=[CH:14][CH:13]=2)[N:10]=[C:9]([C:18]#[N:19])[CH:8]=1)=[O:5].Cl[C:34]1[C:39]([F:40])=[CH:38][CH:37]=[C:36]([CH2:41][O:42][CH3:43])[N:35]=1.C(=O)([O-])[O-].[K+].[K+]. Product: [Cl:1][C:2]1[CH:23]=[CH:22][C:21]([C:34]2[C:39]([F:40])=[CH:38][CH:37]=[C:36]([CH2:41][O:42][CH3:43])[N:35]=2)=[CH:20][C:3]=1[C:4]([NH:6][C:7]1[N:11]([C:12]2[CH:17]=[CH:16][CH:15]=[CH:14][CH:13]=2)[N:10]=[C:9]([C:18]#[N:19])[CH:8]=1)=[O:5]. The catalyst class is: 70. (10) Reactant: [C:1]([Si:5]([CH3:19])([CH3:18])[O:6][C:7]1[CH:15]=[C:14]2[C:10]([CH:11]=[C:12](NC)[NH:13]2)=[CH:9][CH:8]=1)([CH3:4])([CH3:3])[CH3:2].C[CH2:21][N:22](C(C)C)C(C)C.[CH:29]1[CH:34]=[CH:33][C:32]([CH2:35][O:36][C:37](Cl)=[O:38])=[CH:31][CH:30]=1. The catalyst class is: 2. Product: [CH2:35]([O:36][C:37](=[O:38])[NH:22][CH2:21][C:12]1[NH:13][C:14]2[C:10]([CH:11]=1)=[CH:9][CH:8]=[C:7]([O:6][Si:5]([C:1]([CH3:2])([CH3:3])[CH3:4])([CH3:18])[CH3:19])[CH:15]=2)[C:32]1[CH:33]=[CH:34][CH:29]=[CH:30][CH:31]=1.